This data is from NCI-60 drug combinations with 297,098 pairs across 59 cell lines. The task is: Regression. Given two drug SMILES strings and cell line genomic features, predict the synergy score measuring deviation from expected non-interaction effect. (1) Drug 1: CCC1=CC2CC(C3=C(CN(C2)C1)C4=CC=CC=C4N3)(C5=C(C=C6C(=C5)C78CCN9C7C(C=CC9)(C(C(C8N6C)(C(=O)OC)O)OC(=O)C)CC)OC)C(=O)OC.C(C(C(=O)O)O)(C(=O)O)O. Drug 2: CS(=O)(=O)CCNCC1=CC=C(O1)C2=CC3=C(C=C2)N=CN=C3NC4=CC(=C(C=C4)OCC5=CC(=CC=C5)F)Cl. Cell line: HS 578T. Synergy scores: CSS=62.5, Synergy_ZIP=8.95, Synergy_Bliss=8.37, Synergy_Loewe=-19.6, Synergy_HSA=5.68. (2) Drug 1: CC1C(C(CC(O1)OC2CC(CC3=C2C(=C4C(=C3O)C(=O)C5=C(C4=O)C(=CC=C5)OC)O)(C(=O)CO)O)N)O.Cl. Drug 2: CC(C)NC(=O)C1=CC=C(C=C1)CNNC.Cl. Cell line: UACC-257. Synergy scores: CSS=1.55, Synergy_ZIP=1.65, Synergy_Bliss=3.13, Synergy_Loewe=0.674, Synergy_HSA=0.733. (3) Drug 1: CC1=C(N=C(N=C1N)C(CC(=O)N)NCC(C(=O)N)N)C(=O)NC(C(C2=CN=CN2)OC3C(C(C(C(O3)CO)O)O)OC4C(C(C(C(O4)CO)O)OC(=O)N)O)C(=O)NC(C)C(C(C)C(=O)NC(C(C)O)C(=O)NCCC5=NC(=CS5)C6=NC(=CS6)C(=O)NCCC[S+](C)C)O. Drug 2: C1CC(=O)NC(=O)C1N2C(=O)C3=CC=CC=C3C2=O. Cell line: UACC-257. Synergy scores: CSS=9.77, Synergy_ZIP=-2.14, Synergy_Bliss=0.122, Synergy_Loewe=-36.1, Synergy_HSA=-0.926. (4) Drug 1: CC12CCC(CC1=CCC3C2CCC4(C3CC=C4C5=CN=CC=C5)C)O. Drug 2: CC1=C(C=C(C=C1)NC(=O)C2=CC=C(C=C2)CN3CCN(CC3)C)NC4=NC=CC(=N4)C5=CN=CC=C5. Cell line: HOP-92. Synergy scores: CSS=-0.0905, Synergy_ZIP=-1.64, Synergy_Bliss=-6.63, Synergy_Loewe=-6.16, Synergy_HSA=-6.50. (5) Drug 1: CC12CCC(CC1=CCC3C2CCC4(C3CC=C4C5=CN=CC=C5)C)O. Drug 2: CCN(CC)CCCC(C)NC1=C2C=C(C=CC2=NC3=C1C=CC(=C3)Cl)OC. Cell line: SR. Synergy scores: CSS=40.8, Synergy_ZIP=-6.17, Synergy_Bliss=-8.86, Synergy_Loewe=-13.1, Synergy_HSA=-8.28.